From a dataset of Full USPTO retrosynthesis dataset with 1.9M reactions from patents (1976-2016). Predict the reactants needed to synthesize the given product. Given the product [CH2:1]([C:3]1[CH:17]=[C:6]2[C:7]([C:13]3[CH:14]([CH3:15])[CH2:40][C:41](=[O:43])[NH:38][N:47]=3)=[CH:8][CH:9]=[C:10]([CH2:11][CH3:12])[N:5]2[N:4]=1)[CH3:2], predict the reactants needed to synthesize it. The reactants are: [CH2:1]([C:3]1[CH:17]=[C:6]2[C:7]([C:13](=O)[CH2:14][CH3:15])=[CH:8][CH:9]=[C:10]([CH2:11][CH3:12])[N:5]2[N:4]=1)[CH3:2].C[Si]([N-][Si](C)(C)C)(C)C.[Li+].BrCC(OC(C)(C)C)=O.[Cl-].[NH4+:38].F[C:40](F)(F)[C:41]([OH:43])=O.O.[NH2:47]N.